From a dataset of Forward reaction prediction with 1.9M reactions from USPTO patents (1976-2016). Predict the product of the given reaction. Given the reactants C(O)(C(F)(F)F)=O.[F:8][C:9]1[CH:14]=[CH:13][C:12]([C:15]2[O:37][C:18]3=[N:19][CH:20]=[C:21]([C:23]4[CH:24]=[C:25]([CH:33]=[CH:34][C:35]=4[CH3:36])[C:26]([O:28]C(C)(C)C)=O)[CH:22]=[C:17]3[C:16]=2[C:38](=[O:41])[NH:39][CH3:40])=[CH:11][CH:10]=1.CCN(C(C)C)C(C)C.Cl.[N:52]1[CH:57]=[CH:56][CH:55]=[N:54][C:53]=1[C:58]1([NH2:61])[CH2:60][CH2:59]1.CN(C(ON1N=NC2C=CC=NC1=2)=[N+](C)C)C.F[P-](F)(F)(F)(F)F, predict the reaction product. The product is: [F:8][C:9]1[CH:14]=[CH:13][C:12]([C:15]2[O:37][C:18]3=[N:19][CH:20]=[C:21]([C:23]4[CH:24]=[C:25]([C:26](=[O:28])[NH:61][C:58]5([C:53]6[N:54]=[CH:55][CH:56]=[CH:57][N:52]=6)[CH2:60][CH2:59]5)[CH:33]=[CH:34][C:35]=4[CH3:36])[CH:22]=[C:17]3[C:16]=2[C:38]([NH:39][CH3:40])=[O:41])=[CH:11][CH:10]=1.